From a dataset of NCI-60 drug combinations with 297,098 pairs across 59 cell lines. Regression. Given two drug SMILES strings and cell line genomic features, predict the synergy score measuring deviation from expected non-interaction effect. (1) Drug 1: CN(C)N=NC1=C(NC=N1)C(=O)N. Drug 2: CC1=C(C=C(C=C1)C(=O)NC2=CC(=CC(=C2)C(F)(F)F)N3C=C(N=C3)C)NC4=NC=CC(=N4)C5=CN=CC=C5. Cell line: CCRF-CEM. Synergy scores: CSS=24.9, Synergy_ZIP=11.2, Synergy_Bliss=9.46, Synergy_Loewe=4.28, Synergy_HSA=5.12. (2) Drug 1: C1CN1C2=NC(=NC(=N2)N3CC3)N4CC4. Drug 2: CC(CN1CC(=O)NC(=O)C1)N2CC(=O)NC(=O)C2. Cell line: RPMI-8226. Synergy scores: CSS=62.9, Synergy_ZIP=-3.08, Synergy_Bliss=-1.68, Synergy_Loewe=-13.9, Synergy_HSA=1.60. (3) Drug 1: CN1CCC(CC1)COC2=C(C=C3C(=C2)N=CN=C3NC4=C(C=C(C=C4)Br)F)OC. Drug 2: CC(C)(C#N)C1=CC(=CC(=C1)CN2C=NC=N2)C(C)(C)C#N. Cell line: OVCAR3. Synergy scores: CSS=18.3, Synergy_ZIP=0.341, Synergy_Bliss=5.57, Synergy_Loewe=6.26, Synergy_HSA=6.20. (4) Synergy scores: CSS=11.3, Synergy_ZIP=-5.86, Synergy_Bliss=-4.41, Synergy_Loewe=-3.57, Synergy_HSA=-3.84. Cell line: SR. Drug 2: CS(=O)(=O)CCNCC1=CC=C(O1)C2=CC3=C(C=C2)N=CN=C3NC4=CC(=C(C=C4)OCC5=CC(=CC=C5)F)Cl. Drug 1: CS(=O)(=O)C1=CC(=C(C=C1)C(=O)NC2=CC(=C(C=C2)Cl)C3=CC=CC=N3)Cl. (5) Drug 1: CN(C)N=NC1=C(NC=N1)C(=O)N. Drug 2: CCCCCOC(=O)NC1=NC(=O)N(C=C1F)C2C(C(C(O2)C)O)O. Cell line: SF-539. Synergy scores: CSS=-0.601, Synergy_ZIP=-1.58, Synergy_Bliss=-0.828, Synergy_Loewe=-3.38, Synergy_HSA=-1.46. (6) Drug 1: CC1C(C(CC(O1)OC2CC(OC(C2O)C)OC3=CC4=CC5=C(C(=O)C(C(C5)C(C(=O)C(C(C)O)O)OC)OC6CC(C(C(O6)C)O)OC7CC(C(C(O7)C)O)OC8CC(C(C(O8)C)O)(C)O)C(=C4C(=C3C)O)O)O)O. Drug 2: CC1=C(C(=O)C2=C(C1=O)N3CC4C(C3(C2COC(=O)N)OC)N4)N. Cell line: UO-31. Synergy scores: CSS=26.2, Synergy_ZIP=-3.90, Synergy_Bliss=-1.20, Synergy_Loewe=-1.14, Synergy_HSA=1.45.